Dataset: Forward reaction prediction with 1.9M reactions from USPTO patents (1976-2016). Task: Predict the product of the given reaction. (1) Given the reactants [CH3:1][O:2][C:3]1[CH:8]=[CH:7][C:6]([C:9]2[S:13][C:12]([C:14]([N:16]3[CH2:27][CH2:26][CH2:25][C@H:17]3[C:18]([O:20]C(C)(C)C)=[O:19])=[O:15])=[C:11]([NH:28][C:29]([NH:31][C:32]3[C:37]([CH3:38])=[CH:36][C:35]([CH3:39])=[CH:34][C:33]=3[CH3:40])=[O:30])[CH:10]=2)=[CH:5][CH:4]=1.C(O)(C(F)(F)F)=O, predict the reaction product. The product is: [CH3:1][O:2][C:3]1[CH:4]=[CH:5][C:6]([C:9]2[S:13][C:12]([C:14]([N:16]3[CH2:27][CH2:26][CH2:25][C@H:17]3[C:18]([OH:20])=[O:19])=[O:15])=[C:11]([NH:28][C:29]([NH:31][C:32]3[C:37]([CH3:38])=[CH:36][C:35]([CH3:39])=[CH:34][C:33]=3[CH3:40])=[O:30])[CH:10]=2)=[CH:7][CH:8]=1. (2) Given the reactants [NH2:1][C:2]1[CH:7]=[C:6]([C:8]#[N:9])[C:5]([C:10]#[N:11])=[CH:4][C:3]=1[NH2:12].[CH:13](=O)[C:14]1[CH:19]=[CH:18][CH:17]=[CH:16][CH:15]=1.O=O.[CH2:23]1[CH2:33]CN2C(=NCCC2)C[CH2:24]1.ICCC, predict the reaction product. The product is: [C:10]([C:5]1[C:6]([C:8]#[N:9])=[CH:7][C:2]2[N:1]([CH2:24][CH2:23][CH3:33])[C:13]([C:14]3[CH:19]=[CH:18][CH:17]=[CH:16][CH:15]=3)=[N:12][C:3]=2[CH:4]=1)#[N:11]. (3) Given the reactants [C:1]([C:5]1[N:6]=[C:7]([N:16]2[CH2:20][CH2:19][C:18]([F:22])([F:21])[CH2:17]2)[C:8]2[C:9](=[N:11][N:12]([CH2:14][CH3:15])[N:13]=2)[N:10]=1)([CH3:4])([CH3:3])[CH3:2].C(C1N=C(N2CCC(F)(F)C2)C2N=NNC=2N=1)(C)(C)C.Br[CH:44]1CC[S:46](=[O:50])(=[O:49])[CH2:45]1, predict the reaction product. The product is: [C:1]([C:5]1[N:6]=[C:7]([N:16]2[CH2:20][CH2:19][C:18]([F:21])([F:22])[CH2:17]2)[C:8]2[C:9](=[N:11][N:12]([CH:14]3[CH2:44][CH2:45][S:46](=[O:50])(=[O:49])[CH2:15]3)[N:13]=2)[N:10]=1)([CH3:2])([CH3:3])[CH3:4]. (4) Given the reactants [NH2:1][C:2]1[N:3]=[CH:4][C:5]([C:18]2[CH:46]=[CH:45][C:21]([CH2:22][NH:23][CH:24]3[CH2:29][CH2:28][N:27]([C:30]([O:32][C:33]([CH3:36])([CH3:35])[CH3:34])=[O:31])[C@@H:26]([C:37]([O:39][CH:40]4[CH2:44][CH2:43][CH2:42][CH2:41]4)=[O:38])[CH2:25]3)=[CH:20][CH:19]=2)=[N:6][C:7]=1[NH:8][CH2:9][C:10]1[C:15]([Cl:16])=[CH:14][CH:13]=[CH:12][C:11]=1[Cl:17].[CH:47](=O)[CH3:48].C(O)(=O)C, predict the reaction product. The product is: [NH2:1][C:2]1[N:3]=[CH:4][C:5]([C:18]2[CH:19]=[CH:20][C:21]([CH2:22][N:23]([CH2:47][CH3:48])[CH:24]3[CH2:29][CH2:28][N:27]([C:30]([O:32][C:33]([CH3:36])([CH3:35])[CH3:34])=[O:31])[C@@H:26]([C:37]([O:39][CH:40]4[CH2:41][CH2:42][CH2:43][CH2:44]4)=[O:38])[CH2:25]3)=[CH:45][CH:46]=2)=[N:6][C:7]=1[NH:8][CH2:9][C:10]1[C:11]([Cl:17])=[CH:12][CH:13]=[CH:14][C:15]=1[Cl:16]. (5) Given the reactants Br[C:2]1[CH:3]=[C:4]([Cl:11])[CH:5]=[C:6]2[C:10]=1[NH:9][CH:8]=[CH:7]2.[CH3:12][C:13]1([CH3:29])[C:17]([CH3:19])([CH3:18])[O:16][B:15]([B:15]2[O:16][C:17]([CH3:19])([CH3:18])[C:13]([CH3:29])([CH3:12])[O:14]2)[O:14]1.CC([O-])=O.[K+], predict the reaction product. The product is: [Cl:11][C:4]1[CH:5]=[C:6]2[C:10](=[C:2]([B:15]3[O:16][C:17]([CH3:19])([CH3:18])[C:13]([CH3:29])([CH3:12])[O:14]3)[CH:3]=1)[NH:9][CH:8]=[CH:7]2.